Dataset: Catalyst prediction with 721,799 reactions and 888 catalyst types from USPTO. Task: Predict which catalyst facilitates the given reaction. (1) Reactant: [OH:1][C:2]1[CH:6]([CH2:7][CH:8]([S:10][CH3:11])[CH3:9])[O:5][C:4](=[O:12])[CH:3]=1.CCN(CC)CC.C(Cl)CCl.[CH3:24][S:25][CH2:26][CH2:27][C:28](O)=[O:29].Cl.[Na+].[Cl-]. Product: [OH:1][C:2]1[CH:6]([CH2:7][CH:8]([S:10][CH3:11])[CH3:9])[O:5][C:4](=[O:12])[C:3]=1[C:28](=[O:29])[CH2:27][CH2:26][S:25][CH3:24]. The catalyst class is: 251. (2) Reactant: [Si]([O:8][CH2:9][C:10]1[N:15]=[C:14]([C:16]#[N:17])[C:13]([C:18]([F:21])([F:20])[F:19])=[CH:12][CH:11]=1)(C(C)(C)C)(C)C.Cl. Product: [OH:8][CH2:9][C:10]1[N:15]=[C:14]([C:16]#[N:17])[C:13]([C:18]([F:21])([F:19])[F:20])=[CH:12][CH:11]=1. The catalyst class is: 13. (3) Reactant: [NH2:1][N:2]1[C:7]([CH3:8])=[CH:6][CH:5]=[CH:4][C:3]1=[NH2+:9].CC1C=C(C)C=C(C)C=1S([O-])(=O)=O.[Cl:23][CH2:24][C:25](OC)=O.C(=O)([O-])[O-].[K+].[K+]. Product: [Cl:23][CH2:24][C:25]1[N:9]=[C:3]2[CH:4]=[CH:5][CH:6]=[C:7]([CH3:8])[N:2]2[N:1]=1. The catalyst class is: 14. (4) Reactant: [NH:1]1[C:9]2[C:4](=[CH:5][CH:6]=[CH:7][CH:8]=2)[C:3]([C:10]([O:12][CH3:13])=[O:11])=[N:2]1.[H-].[Na+].F[C:17]1[CH:22]=[CH:21][C:20]([N+:23]([O-:25])=[O:24])=[CH:19][CH:18]=1.O. Product: [N+:23]([C:20]1[CH:21]=[CH:22][C:17]([N:1]2[C:9]3[C:4](=[CH:5][CH:6]=[CH:7][CH:8]=3)[C:3]([C:10]([O:12][CH3:13])=[O:11])=[N:2]2)=[CH:18][CH:19]=1)([O-:25])=[O:24]. The catalyst class is: 3. (5) Reactant: [Cl:1][C:2]1[CH:3]=[C:4]([CH:9](OS(C)(=O)=O)[C:10]([O:12][CH3:13])=[O:11])[CH:5]=[C:6]([Cl:8])[CH:7]=1.[Br-:19].[K+]. Product: [Cl:1][C:2]1[CH:3]=[C:4]([CH:9]([Br:19])[C:10]([O:12][CH3:13])=[O:11])[CH:5]=[C:6]([Cl:8])[CH:7]=1. The catalyst class is: 9. (6) Product: [CH3:14][C:13]1[N:7]([CH2:6][C:5]([O:4][CH2:2][CH3:3])=[O:8])[C:10]([CH3:9])=[CH:11][CH:12]=1. Reactant: Cl.[CH2:2]([O:4][C:5](=[O:8])[CH2:6][NH2:7])[CH3:3].[CH3:9][C:10](=O)[CH2:11][CH2:12][C:13](=O)[CH3:14].C(N(CC)CC)C.C([O-])(O)=O.[Na+]. The catalyst class is: 4. (7) Reactant: [Cl:1][C:2]1[CH:10]=[CH:9][C:5]([C:6]([OH:8])=O)=[CH:4][CH:3]=1.CN(C(ON1N=NC2C=CC=CC1=2)=[N+](C)C)C.[B-](F)(F)(F)F.CCN(C(C)C)C(C)C.[CH3:42][CH:43]([CH3:52])[C@H:44]([NH2:51])[CH2:45][N:46]1[CH2:50][CH2:49][CH2:48][CH2:47]1. Product: [Cl:1][C:2]1[CH:3]=[CH:4][C:5]([C:6]([NH:51][C@@H:44]([CH:43]([CH3:52])[CH3:42])[CH2:45][N:46]2[CH2:50][CH2:49][CH2:48][CH2:47]2)=[O:8])=[CH:9][CH:10]=1. The catalyst class is: 3. (8) Reactant: C([O-])([O-])=O.[Cs+].[Cs+].Br[CH2:8][C:9]([O:11][C:12]([CH3:15])([CH3:14])[CH3:13])=[O:10].[Cl:16][C:17]1[C:26]([I:27])=[CH:25][C:20]2[NH:21][C:22](=[S:24])[NH:23][C:19]=2[CH:18]=1. Product: [Cl:16][C:17]1[C:26]([I:27])=[CH:25][C:20]2[N:21]=[C:22]([S:24][CH2:8][C:9]([O:11][C:12]([CH3:15])([CH3:14])[CH3:13])=[O:10])[NH:23][C:19]=2[CH:18]=1. The catalyst class is: 1. (9) Reactant: [F:1][C:2]1[CH:20]=[C:19]([N+:21]([O-])=O)[CH:18]=[CH:17][C:3]=1[O:4][C:5]1[C:6]2[N:13]([CH2:14][O:15][CH3:16])[CH:12]=[CH:11][C:7]=2[N:8]=[CH:9][N:10]=1. Product: [F:1][C:2]1[CH:20]=[C:19]([NH2:21])[CH:18]=[CH:17][C:3]=1[O:4][C:5]1[C:6]2[N:13]([CH2:14][O:15][CH3:16])[CH:12]=[CH:11][C:7]=2[N:8]=[CH:9][N:10]=1. The catalyst class is: 180.